This data is from NCI-60 drug combinations with 297,098 pairs across 59 cell lines. The task is: Regression. Given two drug SMILES strings and cell line genomic features, predict the synergy score measuring deviation from expected non-interaction effect. (1) Drug 1: C1=NC2=C(N=C(N=C2N1C3C(C(C(O3)CO)O)O)F)N. Drug 2: CC(C)CN1C=NC2=C1C3=CC=CC=C3N=C2N. Cell line: NCI/ADR-RES. Synergy scores: CSS=-5.17, Synergy_ZIP=2.19, Synergy_Bliss=-2.24, Synergy_Loewe=-6.79, Synergy_HSA=-4.90. (2) Synergy scores: CSS=53.2, Synergy_ZIP=8.09, Synergy_Bliss=2.97, Synergy_Loewe=-17.9, Synergy_HSA=4.81. Cell line: NCIH23. Drug 1: CC1C(C(CC(O1)OC2CC(CC3=C2C(=C4C(=C3O)C(=O)C5=C(C4=O)C(=CC=C5)OC)O)(C(=O)CO)O)N)O.Cl. Drug 2: CC1=C(C(=O)C2=C(C1=O)N3CC4C(C3(C2COC(=O)N)OC)N4)N. (3) Drug 1: CC1=C(C=C(C=C1)NC2=NC=CC(=N2)N(C)C3=CC4=NN(C(=C4C=C3)C)C)S(=O)(=O)N.Cl. Drug 2: CC1C(C(CC(O1)OC2CC(CC3=C2C(=C4C(=C3O)C(=O)C5=C(C4=O)C(=CC=C5)OC)O)(C(=O)C)O)N)O.Cl. Cell line: HL-60(TB). Synergy scores: CSS=26.1, Synergy_ZIP=15.0, Synergy_Bliss=16.1, Synergy_Loewe=-58.8, Synergy_HSA=0.743.